This data is from Experimentally validated miRNA-target interactions with 360,000+ pairs, plus equal number of negative samples. The task is: Binary Classification. Given a miRNA mature sequence and a target amino acid sequence, predict their likelihood of interaction. (1) The miRNA is mmu-miR-339-5p with sequence UCCCUGUCCUCCAGGAGCUCACG. The protein sequence of the target gene is MALQDVCKWQTPDTPRPSIHLPQAGGWAVPRGCDPQTFLQIHGPRLAHGTTTLAFRFRHGVIAAADTRSSCGSYVACPASRKVIPVHQRLLGTTSGTSADCATWYRVLRRELRLRELREGQLPSVAGTAKLLAAMMSCYRGLDLCVATALCGWDHSGPALFYVYSDGTCLQGDIFSVGSGSPYAYGVLDRGYHYDMTIQEAYTLARCAVAHATHRDAYSGGSVDLFHVRESGWEYVSRSDACVLYRELQKARSLEQELEAKACGIYPEPATPQGARECKELFVEQEEVTPEDCAIIMKTE.... Result: 1 (interaction). (2) The miRNA is hsa-miR-4266 with sequence CUAGGAGGCCUUGGCC. The protein sequence of the target gene is MAALAEEQTEVAVKLEPEGPPTLLPPQAGDGAGEGSGGTTNNGPNGGGGNVAASSSTGGDGGTPKPTVAVSAAAPAGAAPVPAAAPDAGAPHDRQTLLAVLQFLRQSKLREAEEALRREAGLLEEAVAGSGAPGEVDSAGAEVTSALLSRVTASAPGPAAPDPPGTGASGATVVSGSASGPAAPGKVGSVAVEDQPDVSAVLSAYNQQGDPTMYEEYYSGLKHFIECSLDCHRAELSQLFYPLFVHMYLELVYNQHENEAKSFFEKFHGDQECYYQDDLRVLSSLTKKEHMKGNETMLDF.... Result: 0 (no interaction). (3) The miRNA is mmu-miR-324-3p with sequence CCACUGCCCCAGGUGCUGCU. The protein sequence of the target gene is MKEACSSSSHVPVSDSKYILKSELLSLLKTYNCYHEGRSFQLRHREEEGTLIIEGLLNIAWGLRRPIRLQMQDDRERVHLPSATWVPERLSYLQKEASPQDSKVPTEEPGTQPANKAEVSGDSSGALEGEEEEVPQLMRTKSDASCIIQRRSKSRAPSEAQKIRRHRFSINGHFYNHKTSVFTPAYGSVTNVRVNSTMTTQQVLTLLLNKFRVEDGPSEFALYTVHESGEQTKLKDCEYPLISRILHGPCEKIVKIFLMEADLSEEVPHDVAQYIKFEMPVLDSFVEKLKEEEEREIIKL.... Result: 1 (interaction). (4) The miRNA is hsa-miR-5011-3p with sequence GUGCAUGGCUGUAUAUAUAACA. The protein sequence of the target gene is MALRSVMFSDVSIDFSPEEWEYLDLEQKDLYRDVMLENYSNLVSLGCFISKPDVISSLEQGKEPWKVVRKGRRQYPDLETKYETKKLSLENDIYEINLSQWKIMERIENHGLKGLILKNDWESTGKIEGQERPQEGYFSSVKMPSEKVSSYQKRTSVTPHQRLHFVDKPYECKECGKAFRVRQQLTFHHRIHTGEKPYECKECGMAFRQTAHLTRHQRLHSGEKLYECKECGEAFICGADLRVHQKMHIGEKPYECKECGKAFRVRGQLTLHQRIHTGEKPYVCKECGKAFRQYAHLTRH.... Result: 1 (interaction). (5) The miRNA is hsa-miR-6786-3p with sequence UGACGCCCCUUCUGAUUCUGCCU. The protein sequence of the target gene is MGSRIKQNPETTFEVYVEVAYPRTGGTLSDPEVQRQFPEDYSDQEVLQTLTKFCFPFYVDSLTVSQVGQNFTFVLTDIDSKQRFGFCRLSSGAKSCFCILSYLPWFEVFYKLLNILADYTTKRQENQWNELLETLHKLPIPDPGVSVHLSVHSYFTVPDTRELPSIPENRNLTEYFVAVDVNNMLHLYASMLYERRILIICSKLSTLTACIHGSAAMLYPMYWQHVYIPVLPPHLLDYCCAPMPYLIGIHLSLMEKVRNMALDDVVILNVDTNTLETPFDDLQSLPNDVISSLKNRLKKV.... Result: 0 (no interaction).